From a dataset of Catalyst prediction with 721,799 reactions and 888 catalyst types from USPTO. Predict which catalyst facilitates the given reaction. (1) Reactant: [OH:1][C:2]1[CH:7]=[CH:6][N:5]2[N:8]=[C:9]([C:21]3[CH:26]=[CH:25][CH:24]=[CH:23][CH:22]=3)[C:10]([C:11]3[CH:12]=[CH:13][C:14](=[O:20])[N:15]([CH:17]([CH3:19])[CH3:18])[N:16]=3)=[C:4]2[CH:3]=1.Cl.Cl[CH2:29][CH2:30][N:31]1[CH2:36][CH2:35][O:34][CH2:33][CH2:32]1.C([O-])([O-])=O.[K+].[K+].O. Product: [N:31]1([CH2:30][CH2:29][O:1][C:2]2[CH:7]=[CH:6][N:5]3[N:8]=[C:9]([C:21]4[CH:22]=[CH:23][CH:24]=[CH:25][CH:26]=4)[C:10]([C:11]4[CH:12]=[CH:13][C:14](=[O:20])[N:15]([CH:17]([CH3:19])[CH3:18])[N:16]=4)=[C:4]3[CH:3]=2)[CH2:36][CH2:35][O:34][CH2:33][CH2:32]1. The catalyst class is: 9. (2) Reactant: [F:1][CH:2]([F:28])[CH2:3][N:4]1[CH2:9][C:8]2([CH2:14][CH2:13][N:12]([C:15]([O:17][C:18]([CH3:21])([CH3:20])[CH3:19])=[O:16])[CH2:11][CH2:10]2)[O:7][CH:6]([C:22](=[O:27])[NH:23][CH2:24][CH:25]=O)[CH2:5]1. Product: [F:28][CH:2]([F:1])[CH2:3][N:4]1[CH2:9][C:8]2([CH2:10][CH2:11][N:12]([C:15]([O:17][C:18]([CH3:19])([CH3:21])[CH3:20])=[O:16])[CH2:13][CH2:14]2)[O:7][CH:6]([C:22]2[O:27][CH:25]=[CH:24][N:23]=2)[CH2:5]1. The catalyst class is: 1. (3) Reactant: [C:1]([N:4]1[CH2:9][CH2:8][CH:7]([C:10]([N:12]([CH2:21][CH2:22][CH2:23][N:24]2[CH2:29][CH2:28][CH:27]([NH2:30])[CH2:26][CH2:25]2)[C:13]2[CH:18]=[CH:17][C:16]([Cl:19])=[C:15]([Cl:20])[CH:14]=2)=[O:11])[CH2:6][CH2:5]1)(=[O:3])[CH3:2].C(N(CC)CC)C.[F:38][C:39]1[CH:44]=[CH:43][C:42]([S:45](Cl)(=[O:47])=[O:46])=[CH:41][CH:40]=1.C(=O)([O-])O.[Na+]. Product: [C:1]([N:4]1[CH2:9][CH2:8][CH:7]([C:10]([N:12]([C:13]2[CH:18]=[CH:17][C:16]([Cl:19])=[C:15]([Cl:20])[CH:14]=2)[CH2:21][CH2:22][CH2:23][N:24]2[CH2:25][CH2:26][CH:27]([NH:30][S:45]([C:42]3[CH:43]=[CH:44][C:39]([F:38])=[CH:40][CH:41]=3)(=[O:47])=[O:46])[CH2:28][CH2:29]2)=[O:11])[CH2:6][CH2:5]1)(=[O:3])[CH3:2]. The catalyst class is: 410. (4) Reactant: Br[CH2:2][C:3]1[C:4]([Cl:20])=[C:5]([O:10][C:11]2[CH:12]=[C:13]([CH:16]=[C:17]([Cl:19])[CH:18]=2)[C:14]#[N:15])[C:6]([F:9])=[CH:7][CH:8]=1.[NH3:21].CO. Product: [NH2:21][CH2:2][C:3]1[C:4]([Cl:20])=[C:5]([O:10][C:11]2[CH:12]=[C:13]([CH:16]=[C:17]([Cl:19])[CH:18]=2)[C:14]#[N:15])[C:6]([F:9])=[CH:7][CH:8]=1. The catalyst class is: 2. (5) The catalyst class is: 2. Product: [CH:1]1([CH2:6][C@H:7]([NH:10][C:11](=[O:17])[O:12][C:13]([CH3:14])([CH3:16])[CH3:15])[CH2:8][O:9][S:26]([CH3:25])(=[O:28])=[O:27])[CH2:2][CH2:3][CH2:4][CH2:5]1. Reactant: [CH:1]1([CH2:6][C@H:7]([NH:10][C:11](=[O:17])[O:12][C:13]([CH3:16])([CH3:15])[CH3:14])[CH2:8][OH:9])[CH2:5][CH2:4][CH2:3][CH2:2]1.CCN(CC)CC.[CH3:25][S:26](Cl)(=[O:28])=[O:27].O. (6) Reactant: [Cl:1][C:2]1[CH:3]=[C:4]([C:8]2[C:17]3[C:12](=[CH:13][CH:14]=[C:15]([C:18]([C:20]4[S:21][CH:22]=[C:23]([C:25]5[CH:30]=[CH:29][CH:28]=[CH:27][CH:26]=5)[N:24]=4)=[O:19])[CH:16]=3)[NH:11][C:10](=[O:31])[C:9]=2[C:32]([O:34][CH2:35][CH3:36])=[O:33])[CH:5]=[CH:6][CH:7]=1.[BH4-].[Na+]. Product: [Cl:1][C:2]1[CH:3]=[C:4]([C:8]2[C:17]3[C:12](=[CH:13][CH:14]=[C:15]([CH:18]([OH:19])[C:20]4[S:21][CH:22]=[C:23]([C:25]5[CH:30]=[CH:29][CH:28]=[CH:27][CH:26]=5)[N:24]=4)[CH:16]=3)[NH:11][C:10](=[O:31])[C:9]=2[C:32]([O:34][CH2:35][CH3:36])=[O:33])[CH:5]=[CH:6][CH:7]=1. The catalyst class is: 92. (7) Reactant: N1C=CC=CC=1O[CH2:8][C:9]1[CH:27]=[CH:26][C:12](CC2C=C(C3C(N)=NC=CC=3)ON=2)=[CH:11][CH:10]=1.[CH2:28]([O:30][C:31](=[O:46])[C@@H:32]([NH:38][C:39]([O:41][C:42]([CH3:45])([CH3:44])[CH3:43])=[O:40])[CH2:33][CH2:34][C:35]([OH:37])=[O:36])[CH3:29].CN1CCOCC1.F[P-](F)(F)(F)(F)F.C[N+](C)=C(N(C)C)O. Product: [CH2:28]([O:30][C:31](=[O:46])[C@@H:32]([NH:38][C:39]([O:41][C:42]([CH3:45])([CH3:44])[CH3:43])=[O:40])[CH2:33][CH2:34][C:35]([O:37][CH2:8][C:9]1[CH:27]=[CH:26][CH:12]=[CH:11][CH:10]=1)=[O:36])[CH3:29]. The catalyst class is: 192.